From a dataset of Reaction yield outcomes from USPTO patents with 853,638 reactions. Predict the reaction yield, written as a fraction of the theoretical maximum amount of product (1.0 means a 100% yield; for example, 0.34 means a 34% yield). (1) The reactants are C[O:2][C:3](=O)[CH2:4][CH:5]1[CH2:8][N:7]([C:9]([O:11][C:12]([CH3:15])([CH3:14])[CH3:13])=[O:10])[CH2:6]1.[NH2:17][NH2:18].O. The catalyst is CO. The product is [NH:17]([C:3](=[O:2])[CH2:4][CH:5]1[CH2:8][N:7]([C:9]([O:11][C:12]([CH3:15])([CH3:14])[CH3:13])=[O:10])[CH2:6]1)[NH2:18]. The yield is 0.960. (2) The reactants are [CH3:1][N:2]([CH3:22])[S:3]([C:6]1[CH:15]=[C:14]2[C:9]([CH2:10][CH2:11][N:12](C(=O)C(F)(F)F)[CH2:13]2)=[CH:8][CH:7]=1)(=[O:5])=[O:4].C(=O)([O-])[O-].[K+].[K+]. The catalyst is CO.O. The product is [CH3:1][N:2]([CH3:22])[S:3]([C:6]1[CH:15]=[C:14]2[C:9]([CH2:10][CH2:11][NH:12][CH2:13]2)=[CH:8][CH:7]=1)(=[O:5])=[O:4]. The yield is 0.890. (3) The reactants are Br[C:2]1[CH:10]=[CH:9][C:5]([C:6]([OH:8])=[O:7])=[CH:4][C:3]=1[O:11][CH3:12].[C:13]([O-:16])(O)=O.[Na+].[CH3:18]S(C)=O. The catalyst is C(Cl)Cl. The product is [CH3:18][O:8][C:6](=[O:7])[C:5]1[CH:9]=[CH:10][C:2]([CH:13]=[O:16])=[C:3]([O:11][CH3:12])[CH:4]=1. The yield is 0.790. (4) The reactants are [C:1](=[O:22])(OC1C=CC([N+]([O-])=O)=CC=1)[O:2][CH2:3][CH2:4][N:5]1[CH2:10][CH2:9][N:8]([CH3:11])[CH2:7][CH2:6]1.CCN(C(C)C)C(C)C.[Cl:32][C:33]1[CH:34]=[C:35]([N:40]2[CH2:45][CH2:44][NH:43][CH2:42][CH2:41]2)[CH:36]=[CH:37][C:38]=1[Cl:39]. The catalyst is CN(C=O)C. The product is [ClH:32].[ClH:32].[ClH:32].[Cl:32][C:33]1[CH:34]=[C:35]([N:40]2[CH2:45][CH2:44][N:43]([C:1]([O:2][CH2:3][CH2:4][N:5]3[CH2:6][CH2:7][N:8]([CH3:11])[CH2:9][CH2:10]3)=[O:22])[CH2:42][CH2:41]2)[CH:36]=[CH:37][C:38]=1[Cl:39]. The yield is 0.170.